Task: Predict the reactants needed to synthesize the given product.. Dataset: Full USPTO retrosynthesis dataset with 1.9M reactions from patents (1976-2016) Given the product [NH2:15][C:12]1[C:11]([C:23]([CH:25]2[CH2:26][CH2:27]2)=[O:24])=[CH:10][C:9]([Cl:8])=[N:14][CH:13]=1, predict the reactants needed to synthesize it. The reactants are: C(O)(C(F)(F)F)=O.[Cl:8][C:9]1[N:14]=[CH:13][C:12]([NH:15]C(=O)OC(C)(C)C)=[C:11]([C:23]([CH:25]2[CH2:27][CH2:26]2)=[O:24])[CH:10]=1.